Task: Predict the reaction yield, written as a fraction of the theoretical maximum amount of product (1.0 means a 100% yield; for example, 0.34 means a 34% yield).. Dataset: Reaction yield outcomes from USPTO patents with 853,638 reactions (1) The reactants are Br[C:2]1[CH:7]=[C:6]([CH3:8])[N:5]=[C:4]([NH:9][C@H:10]([C:12]2[C:13](=[O:23])[NH:14][C:15]3[C:20]([CH:21]=2)=[CH:19][C:18]([Cl:22])=[CH:17][CH:16]=3)[CH3:11])[CH:3]=1.[O:24]1[CH2:28][CH2:27][NH:26][C:25]1=[O:29].P([O-])([O-])([O-])=O.[K+].[K+].[K+].N[C@@H]1CCCC[C@H]1N. The catalyst is O1CCOCC1.CO.C(Cl)Cl.[Cu]I. The product is [Cl:22][C:18]1[CH:19]=[C:20]2[C:15](=[CH:16][CH:17]=1)[NH:14][C:13](=[O:23])[C:12]([C@@H:10]([NH:9][C:4]1[CH:3]=[C:2]([N:26]3[CH2:27][CH2:28][O:24][C:25]3=[O:29])[CH:7]=[C:6]([CH3:8])[N:5]=1)[CH3:11])=[CH:21]2. The yield is 0.0450. (2) The reactants are [CH2:1]([O:3][C:4]1[CH:5]=[C:6](B(O)O)[CH:7]=[CH:8][CH:9]=1)[CH3:2].Br[C:14]1[CH:15]=[CH:16][C:17]([F:23])=[C:18]([N+:20]([O-:22])=[O:21])[CH:19]=1.C(=O)([O-])[O-].[Na+].[Na+]. The catalyst is C1(C)C=CC=CC=1.C(O)C.C1C=CC([P]([Pd]([P](C2C=CC=CC=2)(C2C=CC=CC=2)C2C=CC=CC=2)([P](C2C=CC=CC=2)(C2C=CC=CC=2)C2C=CC=CC=2)[P](C2C=CC=CC=2)(C2C=CC=CC=2)C2C=CC=CC=2)(C2C=CC=CC=2)C2C=CC=CC=2)=CC=1. The product is [F:23][C:17]1[CH:16]=[CH:15][C:14]([C:6]2[CH:7]=[CH:8][CH:9]=[C:4]([O:3][CH2:1][CH3:2])[CH:5]=2)=[CH:19][C:18]=1[N+:20]([O-:22])=[O:21]. The yield is 0.900. (3) The yield is 0.390. No catalyst specified. The product is [Cl:1][C:2]1[CH:7]=[C:6]([Cl:8])[CH:5]=[CH:4][C:3]=1[C:9]1[N:10]=[C:11](/[CH:16]=[CH:17]/[C:18]2[CH:23]=[CH:22][C:21]([C:24]3[CH:29]=[CH:28][C:27]([O:30][C:31]4[CH:32]=[CH:33][C:34]([NH:37][S:40]([C:39]([F:52])([F:51])[F:38])(=[O:42])=[O:41])=[CH:35][CH:36]=4)=[CH:26][CH:25]=3)=[CH:20][CH:19]=2)[N:12]([CH2:14][CH3:15])[CH:13]=1. The reactants are [Cl:1][C:2]1[CH:7]=[C:6]([Cl:8])[CH:5]=[CH:4][C:3]=1[C:9]1[N:10]=[C:11](/[CH:16]=[CH:17]/[C:18]2[CH:23]=[CH:22][C:21]([C:24]3[CH:29]=[CH:28][C:27]([O:30][C:31]4[CH:36]=[CH:35][C:34]([NH2:37])=[CH:33][CH:32]=4)=[CH:26][CH:25]=3)=[CH:20][CH:19]=2)[N:12]([CH2:14][CH3:15])[CH:13]=1.[F:38][C:39]([F:52])([F:51])[S:40](O[S:40]([C:39]([F:52])([F:51])[F:38])(=[O:42])=[O:41])(=[O:42])=[O:41]. (4) The reactants are [Cl:1][C:2]1[N:7]=[C:6](Cl)[C:5]([Cl:9])=[CH:4][N:3]=1.[NH2:10][C:11]1[CH:21]=[CH:20][CH:19]=[CH:18][C:12]=1[C:13]([N:15]([CH3:17])[CH3:16])=[O:14].C(N(C(C)C)CC)(C)C. The catalyst is C(O)(C)C. The product is [Cl:1][C:2]1[N:7]=[C:6]([NH:10][C:11]2[CH:21]=[CH:20][CH:19]=[CH:18][C:12]=2[C:13]([N:15]([CH3:17])[CH3:16])=[O:14])[C:5]([Cl:9])=[CH:4][N:3]=1. The yield is 0.940. (5) The reactants are Cl[C:2]1[CH:7]=[C:6]([O:8][C:9]2[CH:10]=[N:11][C:12]([N+:15]([O-:17])=[O:16])=[CH:13][CH:14]=2)[CH:5]=[CH:4][N:3]=1.[C:18](=[O:25])([O:20][C:21]([CH3:24])([CH3:23])[CH3:22])[NH2:19].C([O-])([O-])=O.[Cs+].[Cs+]. The catalyst is O1CCOCC1.C1C=CC(P(C2C=CC=CC=2)[C-]2C=CC=C2)=CC=1.C1C=CC(P(C2C=CC=CC=2)[C-]2C=CC=C2)=CC=1.[Fe+2].C1C=CC(/C=C/C(/C=C/C2C=CC=CC=2)=O)=CC=1.C1C=CC(/C=C/C(/C=C/C2C=CC=CC=2)=O)=CC=1.C1C=CC(/C=C/C(/C=C/C2C=CC=CC=2)=O)=CC=1.[Pd].[Pd]. The product is [N+:15]([C:12]1[N:11]=[CH:10][C:9]([O:8][C:6]2[CH:5]=[CH:4][N:3]=[C:2]([NH:19][C:18](=[O:25])[O:20][C:21]([CH3:24])([CH3:23])[CH3:22])[CH:7]=2)=[CH:14][CH:13]=1)([O-:17])=[O:16]. The yield is 0.760.